This data is from NCI-60 drug combinations with 297,098 pairs across 59 cell lines. The task is: Regression. Given two drug SMILES strings and cell line genomic features, predict the synergy score measuring deviation from expected non-interaction effect. Drug 1: CCC1(CC2CC(C3=C(CCN(C2)C1)C4=CC=CC=C4N3)(C5=C(C=C6C(=C5)C78CCN9C7C(C=CC9)(C(C(C8N6C)(C(=O)OC)O)OC(=O)C)CC)OC)C(=O)OC)O.OS(=O)(=O)O. Drug 2: CC(C)CN1C=NC2=C1C3=CC=CC=C3N=C2N. Cell line: NCI-H460. Synergy scores: CSS=1.54, Synergy_ZIP=2.71, Synergy_Bliss=3.52, Synergy_Loewe=1.46, Synergy_HSA=2.84.